This data is from Reaction yield outcomes from USPTO patents with 853,638 reactions. The task is: Predict the reaction yield, written as a fraction of the theoretical maximum amount of product (1.0 means a 100% yield; for example, 0.34 means a 34% yield). The reactants are [NH2:1][C:2]1[CH:3]=[C:4]([C:8]2[N:16]3[C:11]([C:12]([NH2:17])=[N:13][CH:14]=[N:15]3)=[C:10]([C:18]3[CH:19]=[CH:20][C:21]4[C:25]([CH:26]=3)=[N:24][N:23]([CH2:27][C:28]3[CH:33]=[CH:32][CH:31]=[CH:30][CH:29]=3)[CH:22]=4)[CH:9]=2)[CH:5]=[CH:6][CH:7]=1.[C:34](Cl)(=[O:36])[CH3:35]. No catalyst specified. The product is [NH2:17][C:12]1[C:11]2=[C:10]([C:18]3[CH:19]=[CH:20][C:21]4[C:25]([CH:26]=3)=[N:24][N:23]([CH2:27][C:28]3[CH:33]=[CH:32][CH:31]=[CH:30][CH:29]=3)[CH:22]=4)[CH:9]=[C:8]([C:4]3[CH:3]=[C:2]([NH:1][C:34](=[O:36])[CH3:35])[CH:7]=[CH:6][CH:5]=3)[N:16]2[N:15]=[CH:14][N:13]=1. The yield is 0.280.